Task: Regression/Classification. Given a drug SMILES string, predict its absorption, distribution, metabolism, or excretion properties. Task type varies by dataset: regression for continuous measurements (e.g., permeability, clearance, half-life) or binary classification for categorical outcomes (e.g., BBB penetration, CYP inhibition). For this dataset (clearance_microsome_az), we predict log10(clearance) (log10 of the in vitro intrinsic clearance, CLint, in uL/min per mg of human liver microsomal protein, equivalently mL/min/g; values are censored to the assay range of 3 to 150, which is 0.477 to 2.18 on this log10 scale).. Dataset: Microsomal clearance measurements from AstraZeneca (1) The molecule is Cc1cc(Nc2cncc(N[C@@H](C)c3ccc(F)cn3)n2)n[nH]1. The log10(clearance) is 1.54. (2) The drug is COc1ccc(CC(=O)Nc2nc3ccccc3[nH]2)cc1. The log10(clearance) is 1.05.